This data is from Catalyst prediction with 721,799 reactions and 888 catalyst types from USPTO. The task is: Predict which catalyst facilitates the given reaction. (1) Reactant: [N:1]([CH2:4][CH2:5][O:6][CH2:7][CH2:8][O:9][CH2:10][C:11]#[CH:12])=[N+]=[N-].C1(P(C2C=CC=CC=2)C2C=CC=CC=2)C=CC=CC=1.O. Product: [CH2:10]([O:9][CH2:8][CH2:7][O:6][CH2:5][CH2:4][NH2:1])[C:11]#[CH:12]. The catalyst class is: 1. (2) Reactant: [CH:1]([C:4]1[C:5]([O:15][CH3:16])=[CH:6][C:7]([O:13][CH3:14])=[C:8]([CH:12]=1)[C:9]([OH:11])=O)([CH3:3])[CH3:2].C1C=CC2N(O)N=NC=2C=1.C(Cl)CCl.[Br:31][C:32]1[CH:33]=[C:34]2[C:38](=[CH:39][CH:40]=1)[CH2:37][NH:36][CH2:35]2. Product: [Br:31][C:32]1[CH:33]=[C:34]2[C:38](=[CH:39][CH:40]=1)[CH2:37][N:36]([C:9]([C:8]1[CH:12]=[C:4]([CH:1]([CH3:2])[CH3:3])[C:5]([O:15][CH3:16])=[CH:6][C:7]=1[O:13][CH3:14])=[O:11])[CH2:35]2. The catalyst class is: 3. (3) The catalyst class is: 9. Product: [F:22][C:23]1[CH:30]=[CH:29][C:26]([CH2:27][N:10]2[C:11]3[C:7](=[CH:6][C:5]([S:2]([CH3:1])(=[O:3])=[O:4])=[CH:13][CH:12]=3)[CH:8]=[C:9]2[C:14]2[CH:19]=[CH:18][N:17]=[CH:16][CH:15]=2)=[CH:25][CH:24]=1. Reactant: [CH3:1][S:2]([C:5]1[CH:6]=[C:7]2[C:11](=[CH:12][CH:13]=1)[NH:10][C:9]([C:14]1[CH:19]=[CH:18][N:17]=[CH:16][CH:15]=1)=[CH:8]2)(=[O:4])=[O:3].[H-].[Na+].[F:22][C:23]1[CH:30]=[CH:29][C:26]([CH2:27]Br)=[CH:25][CH:24]=1.O. (4) Reactant: F[B-](F)(F)F.[CH3:6][O:7][C:8]1[C:13]2[O:14][CH2:15][CH2:16][CH2:17][O:18][C:12]=2[CH:11]=[C:10]([CH:19]([NH:23][C:24]2[CH:29]=[CH:28][C:27]([C:30]3[N:34]=[C:33]([CH3:35])[O:32][N:31]=3)=[CH:26][CH:25]=2)[C:20]([NH2:22])=[S:21])[CH:9]=1.[C:36](=O)([O-])O.[Na+].C(OCC)(=O)C. Product: [CH3:36][S:21][C:20](=[NH:22])[CH:19]([C:10]1[CH:9]=[C:8]([O:7][CH3:6])[C:13]2[O:14][CH2:15][CH2:16][CH2:17][O:18][C:12]=2[CH:11]=1)[NH:23][C:24]1[CH:25]=[CH:26][C:27]([C:30]2[N:34]=[C:33]([CH3:35])[O:32][N:31]=2)=[CH:28][CH:29]=1. The catalyst class is: 10. (5) Reactant: [O:1]1[C:5]2([CH2:10][CH2:9][CH:8]([OH:11])[CH2:7][CH2:6]2)[O:4][CH2:3][CH2:2]1.[H-].[Na+].CC1C=CC(S(O[CH2:25][CH2:26][CH2:27][CH2:28][CH2:29][CH2:30][CH2:31][O:32][CH3:33])(=O)=O)=CC=1.C(OCC)(=O)C. Product: [CH3:33][O:32][CH2:31][CH2:30][CH2:29][CH2:28][CH2:27][CH2:26][CH2:25][O:11][CH:8]1[CH2:9][CH2:10][C:5]2([O:4][CH2:3][CH2:2][O:1]2)[CH2:6][CH2:7]1. The catalyst class is: 35. (6) Reactant: Br[CH2:2][CH2:3][CH2:4][C:5]([O:7][CH2:8][CH3:9])=[O:6].[N-:10]=[N+:11]=[N-:12].[Na+]. Product: [N:10]([CH2:2][CH2:3][CH2:4][C:5]([O:7][CH2:8][CH3:9])=[O:6])=[N+:11]=[N-:12]. The catalyst class is: 3. (7) Reactant: [CH2:1]([O:8][C:9]([NH:11][C:12]1[C:13]([C:29](O)=[O:30])=[N:14][C:15]2[C:20]([CH:21]=1)=[CH:19][CH:18]=[C:17]([N:22]1[CH2:27][CH2:26][N:25]([CH3:28])[CH2:24][CH2:23]1)[CH:16]=2)=[O:10])[C:2]1[CH:7]=[CH:6][CH:5]=[CH:4][CH:3]=1.[NH2:32][C:33]1[CH:34]=[N:35][CH:36]=[CH:37][C:38]=1[N:39]1[CH2:44][C@H:43]([CH3:45])[C@H:42]([NH:46][C:47](=[O:50])[O:48][CH3:49])[C@H:41]([NH:51][C:52](=[O:58])[O:53][C:54]([CH3:57])([CH3:56])[CH3:55])[CH2:40]1.CN(C(ON1N=NC2C=CC=NC1=2)=[N+](C)C)C.F[P-](F)(F)(F)(F)F.CCN(C(C)C)C(C)C. Product: [CH2:1]([O:8][C:9]([NH:11][C:12]1[C:13]([C:29]([NH:32][C:33]2[CH:34]=[N:35][CH:36]=[CH:37][C:38]=2[N:39]2[CH2:44][C@H:43]([CH3:45])[C@H:42]([NH:46][C:47](=[O:50])[O:48][CH3:49])[C@H:41]([NH:51][C:52](=[O:58])[O:53][C:54]([CH3:57])([CH3:56])[CH3:55])[CH2:40]2)=[O:30])=[N:14][C:15]2[C:20]([CH:21]=1)=[CH:19][CH:18]=[C:17]([N:22]1[CH2:27][CH2:26][N:25]([CH3:28])[CH2:24][CH2:23]1)[CH:16]=2)=[O:10])[C:2]1[CH:7]=[CH:6][CH:5]=[CH:4][CH:3]=1. The catalyst class is: 3.